Predict the reactants needed to synthesize the given product. From a dataset of Full USPTO retrosynthesis dataset with 1.9M reactions from patents (1976-2016). (1) Given the product [Cl:41][C:31]1[C:32]([O:39][CH3:40])=[CH:33][C:34]([O:37][CH3:38])=[C:35]([Cl:36])[C:30]=1[NH:21][C:19](=[O:20])[N:18]([C:14]1[N:15]=[CH:16][N:17]=[C:12]([NH:1][C:4]2[CH:9]=[CH:8][CH:7]=[CH:6][C:5]=2[NH:10][C:34](=[O:37])[CH:33]=[CH2:32])[CH:13]=1)[CH2:42][C:43]1[CH:48]=[CH:47][CH:46]=[CH:45][N:44]=1, predict the reactants needed to synthesize it. The reactants are: [N+:1]([C:4]1[CH:9]=[CH:8][CH:7]=[CH:6][C:5]=1[NH2:10])([O-])=O.Cl[C:12]1[N:17]=[CH:16][N:15]=[C:14]([N:18]([CH2:42][C:43]2[CH:48]=[CH:47][CH:46]=[CH:45][N:44]=2)[C:19]([N:21]([C:30]2[C:35]([Cl:36])=[C:34]([O:37][CH3:38])[CH:33]=[C:32]([O:39][CH3:40])[C:31]=2[Cl:41])COCC[Si](C)(C)C)=[O:20])[CH:13]=1. (2) Given the product [O:37]1[CH2:42][CH2:41][CH2:40][CH2:39][CH:38]1[O:43][NH:44][C:34](=[O:35])[CH2:33][C:7]1([C:5]2[S:6][C:2]([Br:1])=[CH:3][CH:4]=2)[S:13](=[O:14])(=[O:15])[CH2:12][CH2:11][N:10]([C:16]([O:18][CH2:19][CH:20]2[C:21]3[CH:22]=[CH:23][CH:24]=[CH:25][C:26]=3[C:27]3[C:32]2=[CH:31][CH:30]=[CH:29][CH:28]=3)=[O:17])[CH2:9][CH2:8]1, predict the reactants needed to synthesize it. The reactants are: [Br:1][C:2]1[S:6][C:5]([C:7]2([CH2:33][C:34](O)=[O:35])[S:13](=[O:15])(=[O:14])[CH2:12][CH2:11][N:10]([C:16]([O:18][CH2:19][CH:20]3[C:32]4[CH:31]=[CH:30][CH:29]=[CH:28][C:27]=4[C:26]4[C:21]3=[CH:22][CH:23]=[CH:24][CH:25]=4)=[O:17])[CH2:9][CH2:8]2)=[CH:4][CH:3]=1.[O:37]1[CH2:42][CH2:41][CH2:40][CH2:39][CH:38]1[O:43][NH2:44].ON1C2C=CC=CC=2N=N1. (3) Given the product [C:8]([C:7]1[CH:6]=[C:5]([C:10]2[C:19]3[C:14](=[CH:15][C:16]([S:20]([NH:23][C:24]4[CH:28]=[CH:27][O:26][N:25]=4)(=[O:21])=[O:22])=[CH:17][CH:18]=3)[CH:13]=[CH:12][N:11]=2)[C:4]([O:29][CH3:30])=[CH:3][C:2]=1[C:36]1[CH:35]=[CH:34][CH:33]=[C:32]([F:31])[CH:37]=1)#[N:9], predict the reactants needed to synthesize it. The reactants are: Cl[C:2]1[C:7]([C:8]#[N:9])=[CH:6][C:5]([C:10]2[C:19]3[C:14](=[CH:15][C:16]([S:20]([NH:23][C:24]4[CH:28]=[CH:27][O:26][N:25]=4)(=[O:22])=[O:21])=[CH:17][CH:18]=3)[CH:13]=[CH:12][N:11]=2)=[C:4]([O:29][CH3:30])[CH:3]=1.[F:31][C:32]1[CH:33]=[C:34](B(O)O)[CH:35]=[CH:36][CH:37]=1.C1(P(C2CCCCC2)C2C=CC=CC=2C2C(OC)=CC=CC=2OC)CCCCC1.P([O-])([O-])([O-])=O.[K+].[K+].[K+]. (4) Given the product [Cl:1][C:2]1[C:11]2[C:6](=[C:7]([CH3:12])[CH:8]=[CH:9][CH:10]=2)[C:5]([C:13]([N:21]2[CH2:22][CH2:23][CH2:24][C:19]3([CH2:16][O:17][CH2:18]3)[CH2:20]2)=[O:15])=[CH:4][N:3]=1, predict the reactants needed to synthesize it. The reactants are: [Cl:1][C:2]1[C:11]2[C:6](=[C:7]([CH3:12])[CH:8]=[CH:9][CH:10]=2)[C:5]([C:13]([OH:15])=O)=[CH:4][N:3]=1.[CH2:16]1[C:19]2([CH2:24][CH2:23][CH2:22][NH:21][CH2:20]2)[CH2:18][O:17]1. (5) Given the product [ClH:41].[CH3:1][N:2]([CH3:34])[CH2:3][CH2:4][N:5]([CH3:33])[C:6]([C:8]1[S:20][C:19]2[C:18]3[CH:17]=[CH:16][CH:15]=[CH:14][C:13]=3[N:12]([CH2:21][C:22](=[O:29])[C:23]3[CH:28]=[CH:27][CH:26]=[CH:25][CH:24]=3)[C:11](=[O:30])[C:10]=2[C:9]=1[O:31][CH3:32])=[O:7], predict the reactants needed to synthesize it. The reactants are: [CH3:1][N:2]([CH3:34])[CH2:3][CH2:4][N:5]([CH3:33])[C:6]([C:8]1[S:20][C:19]2[C:18]3[CH:17]=[CH:16][CH:15]=[CH:14][C:13]=3[N:12]([CH2:21][C:22](=[O:29])[C:23]3[CH:28]=[CH:27][CH:26]=[CH:25][CH:24]=3)[C:11](=[O:30])[C:10]=2[C:9]=1[O:31][CH3:32])=[O:7].C(OC(=O)C)C.[ClH:41]. (6) Given the product [CH2:1]([O:3][C:4]([C:6]1[CH:7]=[C:8]2[C:13](=[CH:14][CH:15]=1)[NH:12][CH:11]([C:16]1[CH:17]=[N:18][CH:19]=[C:20]([C:32]3[CH:33]=[CH:34][C:29]([C:25]([CH3:28])([CH3:27])[CH3:26])=[CH:30][CH:31]=3)[CH:21]=1)[C:10]([CH3:24])([CH3:23])[CH2:9]2)=[O:5])[CH3:2], predict the reactants needed to synthesize it. The reactants are: [CH2:1]([O:3][C:4]([C:6]1[CH:7]=[C:8]2[C:13](=[CH:14][CH:15]=1)[NH:12][CH:11]([C:16]1[CH:17]=[N:18][CH:19]=[C:20](Br)[CH:21]=1)[C:10]([CH3:24])([CH3:23])[CH2:9]2)=[O:5])[CH3:2].[C:25]([C:29]1[CH:34]=[CH:33][C:32](B(O)O)=[CH:31][CH:30]=1)([CH3:28])([CH3:27])[CH3:26].C(=O)([O-])[O-].[Na+].[Na+]. (7) Given the product [OH2:3].[ClH:22].[CH3:13][O:12][CH2:11][CH2:10][N:9]1[C:8]2[CH:14]=[CH:15][CH:16]=[CH:17][C:7]=2[N:6]=[C:5]1[CH:4]=[O:3], predict the reactants needed to synthesize it. The reactants are: C([O:3][CH:4](OCC)[C:5]1[N:9]([CH2:10][CH2:11][O:12][CH3:13])[C:8]2[CH:14]=[CH:15][CH:16]=[CH:17][C:7]=2[N:6]=1)C.O.[ClH:22]. (8) Given the product [S:34]1[C:35]2[CH:40]=[CH:39][CH:38]=[CH:37][C:36]=2[C:32]([N:26]2[CH2:27][CH2:28][N:29]([CH2:8][CH2:9][CH2:10][C:11]3[CH:12]=[C:13]4[C:18](=[C:19]([CH3:21])[CH:20]=3)[NH:17][C:16](=[O:22])[CH2:15][C:14]4([CH3:24])[CH3:23])[CH2:30][CH2:31]2)=[N:33]1, predict the reactants needed to synthesize it. The reactants are: C(=O)([O-])[O-].[K+].[K+].Cl[CH2:8][CH2:9][CH2:10][C:11]1[CH:12]=[C:13]2[C:18](=[C:19]([CH3:21])[CH:20]=1)[NH:17][C:16](=[O:22])[CH2:15][C:14]2([CH3:24])[CH3:23].Cl.[N:26]1([C:32]2[C:36]3[CH:37]=[CH:38][CH:39]=[CH:40][C:35]=3[S:34][N:33]=2)[CH2:31][CH2:30][NH:29][CH2:28][CH2:27]1.